Dataset: NCI-60 drug combinations with 297,098 pairs across 59 cell lines. Task: Regression. Given two drug SMILES strings and cell line genomic features, predict the synergy score measuring deviation from expected non-interaction effect. Drug 1: C1CCC(CC1)NC(=O)N(CCCl)N=O. Drug 2: CC1CCCC2(C(O2)CC(NC(=O)CC(C(C(=O)C(C1O)C)(C)C)O)C(=CC3=CSC(=N3)C)C)C. Cell line: MOLT-4. Synergy scores: CSS=30.3, Synergy_ZIP=-1.02, Synergy_Bliss=-1.65, Synergy_Loewe=-1.03, Synergy_HSA=-0.977.